Dataset: Forward reaction prediction with 1.9M reactions from USPTO patents (1976-2016). Task: Predict the product of the given reaction. (1) The product is: [C:1]([N:8]1[C:16]2[C:11](=[CH:12][C:13]([CH2:17][NH2:18])=[CH:14][CH:15]=2)[C:10]([CH:19]=[O:21])=[CH:9]1)([O:3][C:4]([CH3:7])([CH3:6])[CH3:5])=[O:2]. Given the reactants [C:1]([N:8]1[C:16]2[C:11](=[CH:12][C:13]([CH2:17][NH2:18])=[CH:14][CH:15]=2)[CH:10]=[CH:9]1)([O:3][C:4]([CH3:7])([CH3:6])[CH3:5])=[O:2].[CH2:19]([O:21]C1C=C2C(=CC=1)NC(C)=C2C=O)C, predict the reaction product. (2) Given the reactants [CH3:1][O:2][C:3]([C:5]1[S:15][C:8]2=[N:9][C:10]([CH2:13]Br)=[CH:11][CH:12]=[C:7]2[C:6]=1[O:16][CH2:17][C:18]([O:20][C:21]([CH3:24])([CH3:23])[CH3:22])=[O:19])=[O:4].C([N:27](CC)CC)C.[C:32]([Cl:40])(=[O:39])[C:33]1[CH:38]=[CH:37][CH:36]=[CH:35][CH:34]=1, predict the reaction product. The product is: [ClH:40].[CH3:1][O:2][C:3]([C:5]1[S:15][C:8]2=[N:9][C:10]([CH2:13][NH:27][C:32](=[O:39])[C:33]3[CH:38]=[CH:37][CH:36]=[CH:35][CH:34]=3)=[CH:11][CH:12]=[C:7]2[C:6]=1[O:16][CH2:17][C:18]([O:20][C:21]([CH3:24])([CH3:23])[CH3:22])=[O:19])=[O:4]. (3) Given the reactants [Cl:1][C:2]1[CH:7]=[CH:6][C:5]([C:8]2[N:12]([C:13]3[CH:19]=[CH:18][CH:17]=[CH:16][C:14]=3[NH2:15])[N:11]=[C:10]([CH:20]3[CH2:25][C:24]([CH3:27])([CH3:26])[O:23][C:22]([CH3:29])([CH3:28])[CH2:21]3)[CH:9]=2)=[CH:4][CH:3]=1.C(N(C(C)C)CC)(C)C.Br[CH2:40][CH2:41][CH2:42][CH2:43]Br, predict the reaction product. The product is: [Cl:1][C:2]1[CH:7]=[CH:6][C:5]([C:8]2[N:12]([C:13]3[CH:19]=[CH:18][CH:17]=[CH:16][C:14]=3[N:15]3[CH2:43][CH2:42][CH2:41][CH2:40]3)[N:11]=[C:10]([CH:20]3[CH2:25][C:24]([CH3:27])([CH3:26])[O:23][C:22]([CH3:29])([CH3:28])[CH2:21]3)[CH:9]=2)=[CH:4][CH:3]=1.